This data is from Retrosynthesis with 50K atom-mapped reactions and 10 reaction types from USPTO. The task is: Predict the reactants needed to synthesize the given product. (1) Given the product CCN(CC)Cc1cc(C)c(N(Cc2ccccc2)S(=O)(=O)c2ccc(OC)cc2)c(C(=O)OC)c1, predict the reactants needed to synthesize it. The reactants are: CCNCC.COC(=O)c1cc(CBr)cc(C)c1N(Cc1ccccc1)S(=O)(=O)c1ccc(OC)cc1. (2) The reactants are: CC(C)(C)Nc1nc(Cl)cc2ncn(CCO)c(=O)c12.[NH4+]. Given the product CC(C)(C)Nc1nc(N)cc2ncn(CCO)c(=O)c12, predict the reactants needed to synthesize it.